Task: Predict the product of the given reaction.. Dataset: Forward reaction prediction with 1.9M reactions from USPTO patents (1976-2016) Given the reactants BrC1C2[C:9]([NH:11][CH:12]3[CH2:17][CH2:16][CH:15]([NH2:18])[CH2:14][CH2:13]3)=NC=NC=2SC=1C.[CH:20](O)=O, predict the reaction product. The product is: [CH3:20][N:11]([CH3:9])[CH:12]1[CH2:13][CH2:14][CH:15]([NH2:18])[CH2:16][CH2:17]1.